This data is from Full USPTO retrosynthesis dataset with 1.9M reactions from patents (1976-2016). The task is: Predict the reactants needed to synthesize the given product. (1) Given the product [ClH:1].[N:13]1([C:2]2[C:11]3[CH2:10][CH2:9][CH2:8][CH2:7][C:6]=3[C:5](=[O:12])[NH:4][N:3]=2)[CH2:18][CH2:17][NH:16][CH2:15][CH2:14]1, predict the reactants needed to synthesize it. The reactants are: [Cl:1][C:2]1[C:11]2[CH2:10][CH2:9][CH2:8][CH2:7][C:6]=2[C:5](=[O:12])[NH:4][N:3]=1.[NH:13]1[CH2:18][CH2:17][NH:16][CH2:15][CH2:14]1.C(=O)([O-])O.[Na+]. (2) Given the product [Cl:11][C:12]1[CH:17]=[N:16][C:15]([C:18]([CH:19]2[CH2:24][CH2:23][C@@H:22]([C:25]([O:27][CH2:28][CH3:29])=[O:26])[C@@H:21]([CH3:30])[CH2:20]2)=[O:31])=[N:14][CH:13]=1, predict the reactants needed to synthesize it. The reactants are: C(Cl)(=O)C(Cl)=O.CS(C)=O.[Cl:11][C:12]1[CH:13]=[N:14][C:15]([CH:18]([OH:31])[CH:19]2[CH2:24][CH2:23][C@@H:22]([C:25]([O:27][CH2:28][CH3:29])=[O:26])[C@@H:21]([CH3:30])[CH2:20]2)=[N:16][CH:17]=1.C(N(CC)CC)C. (3) Given the product [CH3:18][C:15]1([CH3:19])[O:14][CH:13]([CH2:12][N:8]2[CH:7]([CH3:20])[C:6]3[CH:21]=[C:2]([C:27]4[C:26]5[C:30](=[CH:31][C:23]([F:22])=[CH:24][CH:25]=5)[N:29]([C:32]([O:34][C:35]([CH3:38])([CH3:37])[CH3:36])=[O:33])[CH:28]=4)[CH:3]=[CH:4][C:5]=3[S:9]2(=[O:11])=[O:10])[CH2:17][O:16]1, predict the reactants needed to synthesize it. The reactants are: Br[C:2]1[CH:3]=[CH:4][C:5]2[S:9](=[O:11])(=[O:10])[N:8]([CH2:12][CH:13]3[CH2:17][O:16][C:15]([CH3:19])([CH3:18])[O:14]3)[CH:7]([CH3:20])[C:6]=2[CH:21]=1.[F:22][C:23]1[CH:31]=[C:30]2[C:26]([C:27](B3OC(C)(C)C(C)(C)O3)=[CH:28][N:29]2[C:32]([O:34][C:35]([CH3:38])([CH3:37])[CH3:36])=[O:33])=[CH:25][CH:24]=1.C([O-])([O-])=O.[Cs+].[Cs+].